This data is from Forward reaction prediction with 1.9M reactions from USPTO patents (1976-2016). The task is: Predict the product of the given reaction. (1) Given the reactants [N:1]1[CH:6]=[CH:5][CH:4]=[C:3](B(O)O)[CH:2]=1.[Cl:10][C:11]1[CH:12]=[CH:13][CH:14]=[C:15]2[C:19]=1[C:18](=[O:20])[N:17]([C:21]1[CH:26]=[CH:25][CH:24]=[C:23](I)[CH:22]=1)[CH2:16]2.COC(=O)C1C=CC=C(N2CC3C(=C(Cl)C=CC=3)C2=O)C=1.COC(=O)C1C(Cl)=CC=CC=1CBr.IC1C=C(C=CC=1)N, predict the reaction product. The product is: [Cl:10][C:11]1[CH:12]=[CH:13][CH:14]=[C:15]2[C:19]=1[C:18](=[O:20])[N:17]([C:21]1[CH:22]=[CH:23][CH:24]=[C:25]([C:3]3[CH:2]=[N:1][CH:6]=[CH:5][CH:4]=3)[CH:26]=1)[CH2:16]2. (2) Given the reactants [CH:1]([O:4][C:5]1[C:13]([CH3:14])=[CH:12][CH:11]=[CH:10][C:6]=1[C:7]([OH:9])=O)([CH3:3])[CH3:2].[CH2:15]([O:17][C:18]([C:20]1([NH2:30])[CH2:28][C:27]2[C:22](=[CH:23][CH:24]=[C:25]([F:29])[CH:26]=2)[CH2:21]1)=[O:19])[CH3:16].CN(C(ON1N=NC2C=CC=NC1=2)=[N+](C)C)C.F[P-](F)(F)(F)(F)F.CCN(C(C)C)C(C)C, predict the reaction product. The product is: [CH2:15]([O:17][C:18]([C:20]1([NH:30][C:7](=[O:9])[C:6]2[CH:10]=[CH:11][CH:12]=[C:13]([CH3:14])[C:5]=2[O:4][CH:1]([CH3:2])[CH3:3])[CH2:28][C:27]2[C:22](=[CH:23][CH:24]=[C:25]([F:29])[CH:26]=2)[CH2:21]1)=[O:19])[CH3:16]. (3) Given the reactants Cl[C:2]1[N:7]=[C:6]([NH:8][C:9]2[NH:10][N:11]=[C:12]([O:14][CH:15]([CH3:17])[CH3:16])[CH:13]=2)[CH:5]=[CH:4][N:3]=1.[CH3:18][C:19]1([C:22]2[CH:26]=[C:25]([CH2:27][NH2:28])[O:24][N:23]=2)[CH2:21][CH2:20]1.C(N(C(C)C)C(C)C)C, predict the reaction product. The product is: [CH3:18][C:19]1([C:22]2[CH:26]=[C:25]([CH2:27][NH:28][C:2]3[N:7]=[C:6]([NH:8][C:9]4[NH:10][N:11]=[C:12]([O:14][CH:15]([CH3:17])[CH3:16])[CH:13]=4)[CH:5]=[CH:4][N:3]=3)[O:24][N:23]=2)[CH2:20][CH2:21]1.